Dataset: Full USPTO retrosynthesis dataset with 1.9M reactions from patents (1976-2016). Task: Predict the reactants needed to synthesize the given product. (1) Given the product [C:23]1([C:9]2[CH:10]=[C:11]([NH2:13])[CH:12]=[C:7]([C:1]3[CH:2]=[CH:3][CH:4]=[CH:5][CH:6]=3)[N:8]=2)[CH:28]=[CH:27][CH:26]=[CH:25][CH:24]=1, predict the reactants needed to synthesize it. The reactants are: [C:1]1([C:7]2[CH:12]=[C:11]([NH:13]C(=O)OCC[Si](C)(C)C)[CH:10]=[C:9]([C:23]3[CH:28]=[CH:27][CH:26]=[CH:25][CH:24]=3)[N:8]=2)[CH:6]=[CH:5][CH:4]=[CH:3][CH:2]=1.O.[F-].C([N+](CCCC)(CCCC)CCCC)CCC.C1COCC1. (2) Given the product [Br:24][C:20]1[N:19]=[C:18]([CH2:17][N:8]2[C:9]3[C:14](=[CH:13][CH:12]=[CH:11][CH:10]=3)[C:15](=[O:16])[C:6]([C:4](=[O:5])[C:27]3[CH:32]=[CH:31][C:30]([O:33][CH2:34][CH2:35][O:36][CH3:37])=[C:29]([CH3:38])[CH:28]=3)=[CH:7]2)[CH:23]=[CH:22][CH:21]=1, predict the reactants needed to synthesize it. The reactants are: CON(C)[C:4]([C:6]1[C:15](=[O:16])[C:14]2[C:9](=[CH:10][CH:11]=[CH:12][CH:13]=2)[N:8]([CH2:17][C:18]2[CH:23]=[CH:22][CH:21]=[C:20]([Br:24])[N:19]=2)[CH:7]=1)=[O:5].I[C:27]1[CH:32]=[CH:31][C:30]([O:33][CH2:34][CH2:35][O:36][CH3:37])=[C:29]([CH3:38])[CH:28]=1.C([Mg]Cl)(C)C. (3) Given the product [C:22]([C:21]1[C:11]([NH:3][CH:7]2[CH2:8][CH2:13][CH:14]([C:15]([NH:61][S:58]([CH2:56][CH2:57][C:37]3[CH:38]=[CH:39][CH:40]=[CH:41][CH:42]=3)(=[O:59])=[O:60])=[O:16])[CH2:9]2)=[N:12][C:13]([C:24]([F:27])([F:26])[F:25])=[C:14]([CH:20]=1)[C:15]([O:17][CH2:18][CH3:19])=[O:16])#[N:23], predict the reactants needed to synthesize it. The reactants are: CC[N:3]([CH:7]([CH3:9])[CH3:8])C(C)C.Cl[C:11]1[C:21]([C:22]#[N:23])=[CH:20][C:14]([C:15]([O:17][CH2:18][CH3:19])=[O:16])=[C:13]([C:24]([F:27])([F:26])[F:25])[N:12]=1.CN(C(ON1N=N[C:38]2[CH:39]=[CH:40][CH:41]=[CH:42][C:37]1=2)=[N+](C)C)C.[B-](F)(F)(F)F.C1([CH:56]([S:58]([NH2:61])(=[O:60])=[O:59])[CH3:57])C=CC=CC=1. (4) Given the product [F:26][C:2]([F:1])([C:22]([F:23])([F:24])[F:25])[C:3]([F:21])([F:20])[C:4]([F:19])([F:18])[S:5]([O:8][C@@H:9]([CH3:17])[C:10]([O:12][C:13]([CH3:16])([CH3:15])[CH3:14])=[O:11])(=[O:7])=[O:6], predict the reactants needed to synthesize it. The reactants are: [F:1][C:2]([F:26])([C:22]([F:25])([F:24])[F:23])[C:3]([F:21])([F:20])[C:4]([F:19])([F:18])[S:5]([O:8][CH:9]([CH3:17])[C:10]([O:12][C:13]([CH3:16])([CH3:15])[CH3:14])=[O:11])(=[O:7])=[O:6].FC(F)(F)C(F)(F)C(F)(F)C(F)(F)S(OS(C(F)(F)C(F)(F)C(F)(F)C(F)(F)F)(=O)=O)(=O)=O.